This data is from Catalyst prediction with 721,799 reactions and 888 catalyst types from USPTO. The task is: Predict which catalyst facilitates the given reaction. (1) Reactant: FC(F)C1N(C2N=C(N3CCOCC3)N=C([N:20]([CH:27]3[CH2:32][CH2:31][N:30]([S:33]([CH3:36])(=[O:35])=[O:34])[CH2:29][CH2:28]3)[CH2:21][CH2:22][CH2:23][N:24](C)C)N=2)C2C=CC=C(OC)C=2N=1.[ClH:44]. Product: [ClH:44].[CH3:36][S:33]([N:30]1[CH2:31][CH2:32][CH:27]([NH:20][CH2:21][CH2:22][CH2:23][NH2:24])[CH2:28][CH2:29]1)(=[O:35])=[O:34]. The catalyst class is: 5. (2) Reactant: [C:1]([CH2:3]P(=O)(OCC)OCC)#[N:2].C(=O)([O-])[O-].[K+].[K+].[CH2:18]([N:25]1[CH2:30][CH2:29][C:28](=O)[CH2:27][CH2:26]1)[C:19]1[CH:24]=[CH:23][CH:22]=[CH:21][CH:20]=1. Product: [CH2:18]([N:25]1[CH2:30][CH2:29][C:28](=[CH:3][C:1]#[N:2])[CH2:27][CH2:26]1)[C:19]1[CH:24]=[CH:23][CH:22]=[CH:21][CH:20]=1. The catalyst class is: 1. (3) Reactant: C[C:2]([CH3:5])([O-])C.[K+].[C:7]([O:11][CH3:12])(=[O:10])[CH:8]=[CH2:9].C1(C)C(S(C[N+:23]#[C-])(=O)=O)=CC=CC=1. Product: [NH:23]1[CH:2]=[CH:5][C:8]([C:7]([O:11][CH3:12])=[O:10])=[CH:9]1. The catalyst class is: 1. (4) Reactant: [CH3:1][N:2]([CH3:46])[C:3]1[CH:4]=[C:5]([CH:43]=[CH:44][CH:45]=1)[CH2:6][O:7][CH2:8][CH2:9][O:10][CH2:11][CH2:12][CH2:13][CH2:14][CH2:15][CH2:16][N:17]([CH2:28][C@@H:29]([C:31]1[CH:42]=[CH:41][C:34]2[O:35][C:36]([CH3:40])([CH3:39])[O:37][CH2:38][C:33]=2[CH:32]=1)[OH:30])[C:18](=[O:27])[O:19][CH2:20][C:21]1[CH:26]=[CH:25][CH:24]=[CH:23][CH:22]=1.[I:47][CH3:48]. Product: [NH3:2].[I-:47].[CH3:40][C:36]1([CH3:39])[O:35][C:34]2[CH:41]=[CH:42][C:31]([C@@H:29]([OH:30])[CH2:28][N:17]([C:18](=[O:27])[O:19][CH2:20][C:21]3[CH:26]=[CH:25][CH:24]=[CH:23][CH:22]=3)[CH2:16][CH2:15][CH2:14][CH2:13][CH2:12][CH2:11][O:10][CH2:9][CH2:8][O:7][CH2:6][C:5]3[CH:4]=[C:3]([N+:2]([CH3:48])([CH3:1])[CH3:46])[CH:45]=[CH:44][CH:43]=3)=[CH:32][C:33]=2[CH2:38][O:37]1. The catalyst class is: 3.